This data is from Forward reaction prediction with 1.9M reactions from USPTO patents (1976-2016). The task is: Predict the product of the given reaction. (1) Given the reactants C[O:2][C:3]1[CH:13]=[CH:12][CH:11]=[CH:10][C:4]=1[CH2:5][NH:6][C:7](=[O:9])[CH3:8].B(Br)(Br)Br, predict the reaction product. The product is: [OH:2][C:3]1[CH:13]=[CH:12][CH:11]=[CH:10][C:4]=1[CH2:5][NH:6][C:7](=[O:9])[CH3:8]. (2) Given the reactants [CH2:1]([N:3]1[CH:11]=[C:10]2[C:5]([CH:6]=[C:7]([C:13]([O:15][CH2:16][CH3:17])=[O:14])[CH:8]=[C:9]2[OH:12])=[N:4]1)[CH3:2].Br[C:19]1[N:20]=[CH:21][C:22](/[N:25]=[CH:26]/[N:27]([CH3:29])[CH3:28])=[N:23][CH:24]=1.C(=O)([O-])[O-].[K+].[K+].CC(C)(C(=O)CC(=O)C(C)(C)C)C, predict the reaction product. The product is: [CH3:29][N:27](/[CH:26]=[N:25]/[C:22]1[N:23]=[CH:24][C:19]([O:12][C:9]2[C:10]3[C:5]([CH:6]=[C:7]([C:13]([O:15][CH2:16][CH3:17])=[O:14])[CH:8]=2)=[N:4][N:3]([CH2:1][CH3:2])[CH:11]=3)=[N:20][CH:21]=1)[CH3:28]. (3) The product is: [CH3:45][CH:40]1[CH2:41][CH2:42][CH2:43][CH2:44][N:39]1[C:35]1[N:34]=[C:33]([C:17]2[C:16]3[C:20](=[CH:21][CH:22]=[C:14]([C:11]4[O:10][C:9]([NH2:8])=[N:13][N:12]=4)[CH:15]=3)[N:19]([S:23]([C:26]3[CH:27]=[CH:28][C:29]([CH3:30])=[CH:31][CH:32]=3)(=[O:24])=[O:25])[CH:18]=2)[CH:38]=[N:37][CH:36]=1. Given the reactants COC1C=CC(C[NH:8][C:9]2[O:10][C:11]([C:14]3[CH:15]=[C:16]4[C:20](=[CH:21][CH:22]=3)[N:19]([S:23]([C:26]3[CH:32]=[CH:31][C:29]([CH3:30])=[CH:28][CH:27]=3)(=[O:25])=[O:24])[CH:18]=[C:17]4[C:33]3[CH:38]=[N:37][CH:36]=[C:35]([N:39]4[CH2:44][CH2:43][CH2:42][CH2:41][CH:40]4[CH3:45])[N:34]=3)=[N:12][N:13]=2)=CC=1, predict the reaction product.